Dataset: Reaction yield outcomes from USPTO patents with 853,638 reactions. Task: Predict the reaction yield, written as a fraction of the theoretical maximum amount of product (1.0 means a 100% yield; for example, 0.34 means a 34% yield). (1) The reactants are Br[C:2]1[CH:10]=[CH:9][C:5]([C:6]([OH:8])=[O:7])=[CH:4][CH:3]=1.C([O-])([O-])=O.[Na+].[Na+].[Cl-].[Li+].[Cl:19][C:20]1[CH:25]=[CH:24][C:23](B(O)O)=[CH:22][CH:21]=1. The catalyst is C1(C)C=CC=CC=1.CCO.C1C=CC([P]([Pd]([P](C2C=CC=CC=2)(C2C=CC=CC=2)C2C=CC=CC=2)([P](C2C=CC=CC=2)(C2C=CC=CC=2)C2C=CC=CC=2)[P](C2C=CC=CC=2)(C2C=CC=CC=2)C2C=CC=CC=2)(C2C=CC=CC=2)C2C=CC=CC=2)=CC=1. The product is [Cl:19][C:20]1[CH:25]=[CH:24][C:23]([C:2]2[CH:10]=[CH:9][C:5]([C:6]([OH:8])=[O:7])=[CH:4][CH:3]=2)=[CH:22][CH:21]=1. The yield is 0.644. (2) The reactants are [NH2:1][C:2]1[CH:7]=[CH:6][C:5]([CH:8]2[CH2:13][CH2:12][N:11]([C:14]([O:16][C:17]([CH3:20])([CH3:19])[CH3:18])=[O:15])[CH2:10][CH2:9]2)=[CH:4][CH:3]=1.Br[C:22]1[C:23](=[O:30])[N:24]([CH3:29])[CH:25]=[C:26]([Br:28])[N:27]=1.C(=O)([O-])[O-].[Cs+].[Cs+].CC1(C)C2C(=C(P(C3C=CC=CC=3)C3C=CC=CC=3)C=CC=2)OC2C(P(C3C=CC=CC=3)C3C=CC=CC=3)=CC=CC1=2. The catalyst is C1C=CC(/C=C/C(/C=C/C2C=CC=CC=2)=O)=CC=1.C1C=CC(/C=C/C(/C=C/C2C=CC=CC=2)=O)=CC=1.C1C=CC(/C=C/C(/C=C/C2C=CC=CC=2)=O)=CC=1.[Pd].[Pd].O1CCOCC1. The product is [Br:28][C:26]1[N:27]=[C:22]([NH:1][C:2]2[CH:7]=[CH:6][C:5]([CH:8]3[CH2:9][CH2:10][N:11]([C:14]([O:16][C:17]([CH3:20])([CH3:19])[CH3:18])=[O:15])[CH2:12][CH2:13]3)=[CH:4][CH:3]=2)[C:23](=[O:30])[N:24]([CH3:29])[CH:25]=1. The yield is 0.800. (3) The reactants are [ClH:1].[CH3:2][O:3][C:4]1[CH:5]=[C:6](/[CH:12]=[C:13](/[C:16]2[CH:21]=[CH:20][CH:19]=[CH:18][N:17]=2)\[C:14]#[N:15])[CH:7]=[CH:8][C:9]=1[O:10][CH3:11]. The yield is 0.990. The catalyst is C(#N)C. The product is [ClH:1].[CH3:2][O:3][C:4]1[CH:5]=[C:6](/[CH:12]=[C:13](/[C:16]2[CH:21]=[CH:20][CH:19]=[CH:18][N:17]=2)\[C:14]#[N:15])[CH:7]=[CH:8][C:9]=1[O:10][CH3:11]. (4) The reactants are [C:1]1([S:7]([N:10]2[C:18]3[C:13](=[CH:14][CH:15]=[CH:16][CH:17]=3)[CH:12]=[C:11]2[CH:19]([C:21]2[CH:26]=[CH:25][CH:24]=[C:23]([C:27]3[N:28]([S:36]([C:39]4[CH:44]=[CH:43][CH:42]=[CH:41][CH:40]=4)(=[O:38])=[O:37])[C:29]4[C:34]([CH:35]=3)=[CH:33][CH:32]=[CH:31][CH:30]=4)[CH:22]=2)[OH:20])(=[O:9])=[O:8])[CH:6]=[CH:5][CH:4]=[CH:3][CH:2]=1.CN(C=O)C.O. The catalyst is C(Cl)Cl. The product is [C:1]1([S:7]([N:10]2[C:18]3[C:13](=[CH:14][CH:15]=[CH:16][CH:17]=3)[CH:12]=[C:11]2[C:19]([C:21]2[CH:26]=[CH:25][CH:24]=[C:23]([C:27]3[N:28]([S:36]([C:39]4[CH:44]=[CH:43][CH:42]=[CH:41][CH:40]=4)(=[O:37])=[O:38])[C:29]4[C:34]([CH:35]=3)=[CH:33][CH:32]=[CH:31][CH:30]=4)[CH:22]=2)=[O:20])(=[O:8])=[O:9])[CH:2]=[CH:3][CH:4]=[CH:5][CH:6]=1. The yield is 0.700. (5) The reactants are NC1C([N+]([O-])=O)=C(N2CCN(CC(NC3SC=CN=3)=O)CC2)C(Cl)=CN=1.[NH2:27][C:28]1[C:33]([N+:34]([O-:36])=[O:35])=[C:32](Cl)[C:31]([Cl:38])=[CH:30][N:29]=1.[CH3:39][O:40][C:41]1[CH:46]=[CH:45][C:44]([C:47]([N:49]2[CH2:54][CH2:53][NH:52][CH2:51][CH2:50]2)=[O:48])=[CH:43][CH:42]=1. The catalyst is C(O)(C)C. The product is [NH2:27][C:28]1[C:33]([N+:34]([O-:36])=[O:35])=[C:32]([N:52]2[CH2:51][CH2:50][N:49]([C:47]([C:44]3[CH:45]=[CH:46][C:41]([O:40][CH3:39])=[CH:42][CH:43]=3)=[O:48])[CH2:54][CH2:53]2)[C:31]([Cl:38])=[CH:30][N:29]=1. The yield is 0.610. (6) The yield is 0.950. The catalyst is C1(C)C=CC=CC=1.C([O-])(=O)C.[Pd+2].C([O-])(=O)C.C1C=CC(P(C2C(C3C(P(C4C=CC=CC=4)C4C=CC=CC=4)=CC=C4C=3C=CC=C4)=C3C(C=CC=C3)=CC=2)C2C=CC=CC=2)=CC=1. The product is [CH:27]1([NH:32][C:2]2[N:7]3[N:8]=[C:9]([C:14]4[CH:19]=[CH:18][C:17]([F:20])=[CH:16][CH:15]=4)[C:10]([C:11](=[O:13])[CH3:12])=[C:6]3[CH:5]=[CH:4][CH:3]=2)[CH2:31][CH2:30][CH2:29][CH2:28]1. The reactants are Cl[C:2]1[N:7]2[N:8]=[C:9]([C:14]3[CH:19]=[CH:18][C:17]([F:20])=[CH:16][CH:15]=3)[C:10]([C:11](=[O:13])[CH3:12])=[C:6]2[CH:5]=[CH:4][CH:3]=1.C(=O)([O-])[O-].[Cs+].[Cs+].[CH:27]1([NH2:32])[CH2:31][CH2:30][CH2:29][CH2:28]1.CCOCC. (7) The reactants are C(OC([NH:11][CH:12]1[N:18]=[C:17]([C:19]2[CH:24]=[CH:23][CH:22]=[CH:21][CH:20]=2)[C:16]2[CH:25]=[CH:26][CH:27]=[CH:28][C:15]=2[N:14]([CH2:29][CH2:30][CH2:31][C:32]([F:35])([F:34])[F:33])[C:13]1=[O:36])=O)C1C=CC=CC=1. The catalyst is C(Cl)Cl. The product is [NH2:11][CH:12]1[N:18]=[C:17]([C:19]2[CH:20]=[CH:21][CH:22]=[CH:23][CH:24]=2)[C:16]2[CH:25]=[CH:26][CH:27]=[CH:28][C:15]=2[N:14]([CH2:29][CH2:30][CH2:31][C:32]([F:34])([F:33])[F:35])[C:13]1=[O:36]. The yield is 1.00. (8) The reactants are Cl[CH2:2][C:3]1[CH:4]=[C:5]([F:12])[C:6]2[O:10][CH2:9][O:8][C:7]=2[CH:11]=1.[C-:13]#[N:14].[Na+].O. The catalyst is CS(C)=O. The product is [F:12][C:5]1[C:6]2[O:10][CH2:9][O:8][C:7]=2[CH:11]=[C:3]([CH2:2][C:13]#[N:14])[CH:4]=1. The yield is 0.700. (9) The reactants are [CH3:1][NH2:2].[C:3]([O:7][C:8](=[O:14])[NH:9][CH2:10][CH2:11][CH2:12]Br)([CH3:6])([CH3:5])[CH3:4]. The catalyst is C1COCC1. The product is [C:3]([O:7][C:8](=[O:14])[NH:9][CH2:10][CH2:11][CH2:12][NH:2][CH3:1])([CH3:6])([CH3:5])[CH3:4]. The yield is 0.860.